Task: Binary Classification. Given a drug SMILES string, predict its activity (active/inactive) in a high-throughput screening assay against a specified biological target.. Dataset: Serine/threonine kinase 33 screen with 319,792 compounds (1) The molecule is S(=O)(=O)(N(CC)CC)c1cc(C(=O)NCC(N(C)C)c2ccccc2)ccc1. The result is 0 (inactive). (2) The drug is S(=O)(=O)(N1C(CCC1)C(=O)NCc1ccccc1)c1ccc(F)cc1. The result is 0 (inactive). (3) The compound is O(\N=C(/N)c1ccccc1)C(=O)CC1CCCCC1. The result is 0 (inactive).